From a dataset of Forward reaction prediction with 1.9M reactions from USPTO patents (1976-2016). Predict the product of the given reaction. Given the reactants [F:1][C:2]1[CH:10]=[C:9]2[C:5]([C:6]([CH3:11])=[N:7][NH:8]2)=[CH:4][C:3]=1[CH:12]=O.[NH2:14][C:15]([CH:19]([F:21])[F:20])=[CH:16][C:17]#[N:18].[F:22][C:23]([F:32])([F:31])[CH2:24][CH2:25][C:26](=O)[CH2:27][C:28]#[N:29], predict the reaction product. The product is: [F:20][CH:19]([F:21])[C:15]1[NH:14][C:26]([CH2:25][CH2:24][C:23]([F:32])([F:31])[F:22])=[C:27]([C:28]#[N:29])[CH:12]([C:3]2[CH:4]=[C:5]3[C:9](=[CH:10][C:2]=2[F:1])[NH:8][N:7]=[C:6]3[CH3:11])[C:16]=1[C:17]#[N:18].